This data is from Full USPTO retrosynthesis dataset with 1.9M reactions from patents (1976-2016). The task is: Predict the reactants needed to synthesize the given product. (1) Given the product [F:40][C:2]1([F:1])[C:10]2[C:5](=[CH:6][C:7]([CH2:11][C:12]([N:14]([C@@H:16]([C:24]3[CH:29]=[CH:28][CH:27]=[CH:26][CH:25]=3)[CH2:17][N:18]3[CH2:22][CH2:21][C@H:20]([OH:23])[CH2:19]3)[CH3:15])=[O:13])=[CH:8][CH:9]=2)[NH:4][C:3]1=[O:39], predict the reactants needed to synthesize it. The reactants are: [F:1][C:2]1([F:40])[C:10]2[C:5](=[CH:6][C:7]([CH2:11][C:12]([N:14]([C@@H:16]([C:24]3[CH:29]=[CH:28][CH:27]=[CH:26][CH:25]=3)[CH2:17][N:18]3[CH2:22][CH2:21][C@H:20]([OH:23])[CH2:19]3)[CH3:15])=[O:13])=[CH:8][CH:9]=2)[N:4](CC2C=CC(OC)=CC=2)[C:3]1=[O:39]. (2) Given the product [NH2:1][C:4]1[CH:13]=[CH:12][CH:11]=[C:10]2[C:5]=1[CH:6]=[CH:7][N:8]([CH:15]1[CH:20]3[CH2:21][CH2:22][N:17]([CH2:18][CH2:19]3)[CH2:16]1)[C:9]2=[O:14], predict the reactants needed to synthesize it. The reactants are: [N+:1]([C:4]1[CH:13]=[CH:12][CH:11]=[C:10]2[C:5]=1[CH:6]=[CH:7][N:8]([CH:15]1[CH:20]3[CH2:21][CH2:22][N:17]([CH2:18][CH2:19]3)[CH2:16]1)[C:9]2=[O:14])([O-])=O.CO.CN(C)C=O. (3) Given the product [CH3:1][S:2][C:3]1[N:8]2[N:9]=[C:10]([NH:12][C:14]3[CH:15]=[CH:16][C:17]([O:18][CH2:19][CH2:20][N:21]4[CH2:22][CH2:23][CH2:24][CH2:25]4)=[CH:26][CH:27]=3)[N:11]=[C:7]2[CH:6]=[CH:5][CH:4]=1, predict the reactants needed to synthesize it. The reactants are: [CH3:1][S:2][C:3]1[N:8]2[N:9]=[C:10]([NH2:12])[N:11]=[C:7]2[CH:6]=[CH:5][CH:4]=1.Br[C:14]1[CH:27]=[CH:26][C:17]([O:18][CH2:19][CH2:20][N:21]2[CH2:25][CH2:24][CH2:23][CH2:22]2)=[CH:16][CH:15]=1.CC1(C)C2C(=C(P(C3C=CC=CC=3)C3C=CC=CC=3)C=CC=2)OC2C(P(C3C=CC=CC=3)C3C=CC=CC=3)=CC=CC1=2.CC(C)([O-])C.[Na+]. (4) Given the product [NH2:7][C:8]1[C:17]2[C:12](=[CH:13][CH:14]=[CH:15][CH:16]=2)[C:11]([O:18][C:19]2[CH:24]=[CH:23][N:22]=[C:21]([NH:25][C:26]3[CH:31]=[C:30]([O:32][CH2:33][CH2:34][O:35][CH2:36][CH2:37][O:38][CH2:39][CH2:40][O:41][CH3:42])[CH:29]=[C:28]([O:43][CH3:44])[CH:27]=3)[CH:20]=2)=[CH:10][CH:9]=1, predict the reactants needed to synthesize it. The reactants are: C(OC(=O)[NH:7][C:8]1[C:17]2[C:12](=[CH:13][CH:14]=[CH:15][CH:16]=2)[C:11]([O:18][C:19]2[CH:24]=[CH:23][N:22]=[C:21]([NH:25][C:26]3[CH:31]=[C:30]([O:32][CH2:33][CH2:34][O:35][CH2:36][CH2:37][O:38][CH2:39][CH2:40][O:41][CH3:42])[CH:29]=[C:28]([O:43][CH3:44])[CH:27]=3)[CH:20]=2)=[CH:10][CH:9]=1)(C)(C)C.C(O)(C(F)(F)F)=O.C([O-])(O)=O.[Na+]. (5) Given the product [Cl:1][C:2]1[N:3]=[C:4]([NH:19][C:17]2[NH:16][N:15]=[C:14]([CH3:13])[CH:18]=2)[C:5]2[CH:11]=[CH:10][CH:9]=[N:8][C:6]=2[N:7]=1, predict the reactants needed to synthesize it. The reactants are: [Cl:1][C:2]1[N:3]=[C:4](Cl)[C:5]2[CH:11]=[CH:10][CH:9]=[N:8][C:6]=2[N:7]=1.[CH3:13][C:14]1[CH:18]=[C:17]([NH2:19])[NH:16][N:15]=1.C(N(C(C)C)CC)(C)C.[I-].[Na+]. (6) The reactants are: [C:1]([C:5]1[CH:17]=[CH:16][C:15]2[C:14]3[C:9](=[CH:10][C:11]([C:18]([CH3:21])([CH3:20])[CH3:19])=[CH:12][CH:13]=3)[CH2:8][C:7]=2[CH:6]=1)([CH3:4])([CH3:3])[CH3:2].C([Li])CCC.[C:27]1([CH3:46])[CH:32]=[CH:31][C:30]([C:33]([C:39]2[CH:44]=[CH:43][C:42]([CH3:45])=[CH:41][CH:40]=2)=[C:34]2[CH:38]=[CH:37][CH:36]=[CH:35]2)=[CH:29][CH:28]=1.[Cl-].[NH4+]. Given the product [C:1]([C:5]1[CH:17]=[CH:16][C:15]2[C:14]3[C:9](=[CH:10][C:11]([C:18]([CH3:21])([CH3:20])[CH3:19])=[CH:12][CH:13]=3)[CH2:8][C:7]=2[C:6]=1[C:33]([CH:34]1[CH:35]=[CH:36][CH:37]=[CH:38]1)([C:30]1[CH:29]=[CH:28][C:27]([CH3:46])=[CH:32][CH:31]=1)[C:39]1[CH:40]=[CH:41][C:42]([CH3:45])=[CH:43][CH:44]=1)([CH3:4])([CH3:3])[CH3:2], predict the reactants needed to synthesize it.